From a dataset of Catalyst prediction with 721,799 reactions and 888 catalyst types from USPTO. Predict which catalyst facilitates the given reaction. (1) Reactant: [OH-:1].[Na+].C([C:6]1[CH:7]=[CH:8][CH:9]=[C:10]([CH:17]=1)[CH2:11][C@@H:12]([C:14](N)=[O:15])[NH2:13])(O)=O.[N:18]1[C:19](=[O:27])[N:20]=[C:21]2[CH:26]=[CH:25][CH:24]=[CH:23][C:22]=12.[CH2:28]([OH:30])C. Product: [O:27]=[C:19]1[NH:20][C:21]2[CH:26]=[CH:25][C:24]([C:28]([NH:13][CH:12]([CH2:11][C:10]3[CH:17]=[CH:6][CH:7]=[CH:8][CH:9]=3)[C:14]([OH:15])=[O:1])=[O:30])=[CH:23][C:22]=2[NH:18]1. The catalyst class is: 5. (2) Reactant: [OH:1][C:2]1[C:3]([C:14]([OH:16])=[O:15])=[CH:4][C:5]2[C:10]([CH:11]=1)=[CH:9][CH:8]=[C:7]([O:12][CH3:13])[CH:6]=2.[CH2:17](Br)[C:18]1[CH:23]=[CH:22][CH:21]=[CH:20][CH:19]=1.C(=O)([O-])[O-].[K+].[K+].O. Product: [CH2:17]([O:15][C:14]([C:3]1[C:2]([O:1][CH2:14][C:3]2[CH:4]=[CH:5][CH:10]=[CH:11][CH:2]=2)=[CH:11][C:10]2[C:5](=[CH:6][C:7]([O:12][CH3:13])=[CH:8][CH:9]=2)[CH:4]=1)=[O:16])[C:18]1[CH:23]=[CH:22][CH:21]=[CH:20][CH:19]=1. The catalyst class is: 3. (3) Reactant: [C:1]([O:4][C@H:5]([CH3:28])[CH2:6][CH2:7][CH2:8][CH2:9][N:10]1[C:19](=[O:20])[C:18]2[N:17]([CH2:21][O:22][CH2:23][CH3:24])[C:16]([C:25]#[N:26])=[N:15][C:14]=2[N:13]([CH3:27])[C:11]1=[O:12])(=[O:3])[CH3:2].[H][H]. Product: [C:1]([O:4][C@H:5]([CH3:28])[CH2:6][CH2:7][CH2:8][CH2:9][N:10]1[C:19](=[O:20])[C:18]2[N:17]([CH2:21][O:22][CH2:23][CH3:24])[C:16]([CH2:25][NH2:26])=[N:15][C:14]=2[N:13]([CH3:27])[C:11]1=[O:12])(=[O:3])[CH3:2]. The catalyst class is: 331. (4) Reactant: [F:1][C:2]1[CH:10]=[CH:9][C:5]([C:6]([OH:8])=[O:7])=[C:4](Br)[CH:3]=1.[CH3:12][S:13]([O-])(=[O:15])=[O:14].[Na+].[OH-].[Na+]. Product: [F:1][C:2]1[CH:10]=[CH:9][C:5]([C:6]([OH:8])=[O:7])=[C:4]([S:13]([CH3:12])(=[O:15])=[O:14])[CH:3]=1. The catalyst class is: 419. (5) Reactant: [F:1][C:2]1[CH:3]=[C:4]([NH2:11])[C:5](=[CH:9][CH:10]=1)[C:6](O)=[O:7].[NH2:12][C:13](N)=[O:14]. Product: [F:1][C:2]1[CH:3]=[C:4]2[C:5]([C:6](=[O:7])[NH:12][C:13](=[O:14])[NH:11]2)=[CH:9][CH:10]=1. The catalyst class is: 6.